Dataset: Forward reaction prediction with 1.9M reactions from USPTO patents (1976-2016). Task: Predict the product of the given reaction. The product is: [Br:1][C:2]1[CH:3]=[C:4]([CH:9]=[C:10]([C:12]([CH3:15])([CH3:14])[CH3:13])[CH:11]=1)[C:5]([O-:7])=[O:6].[Li+:17]. Given the reactants [Br:1][C:2]1[CH:3]=[C:4]([CH:9]=[C:10]([C:12]([CH3:15])([CH3:14])[CH3:13])[CH:11]=1)[C:5]([O:7]C)=[O:6].[OH-].[Li+:17], predict the reaction product.